From a dataset of NCI-60 drug combinations with 297,098 pairs across 59 cell lines. Regression. Given two drug SMILES strings and cell line genomic features, predict the synergy score measuring deviation from expected non-interaction effect. Drug 1: CN(C)C1=NC(=NC(=N1)N(C)C)N(C)C. Drug 2: CC1=C(C=C(C=C1)C(=O)NC2=CC(=CC(=C2)C(F)(F)F)N3C=C(N=C3)C)NC4=NC=CC(=N4)C5=CN=CC=C5. Cell line: NCI-H322M. Synergy scores: CSS=-11.1, Synergy_ZIP=4.07, Synergy_Bliss=-1.11, Synergy_Loewe=-6.37, Synergy_HSA=-7.08.